The task is: Predict the reaction yield, written as a fraction of the theoretical maximum amount of product (1.0 means a 100% yield; for example, 0.34 means a 34% yield).. This data is from Reaction yield outcomes from USPTO patents with 853,638 reactions. (1) The reactants are Br[CH:2]([CH2:7][CH2:8]Br)[C:3]([O:5][CH3:6])=[O:4].[CH:10]1([NH2:15])[CH2:14][CH2:13][CH2:12][CH2:11]1. No catalyst specified. The product is [CH3:6][O:5][C:3]([CH:2]1[CH2:7][CH2:8][N:15]1[CH:10]1[CH2:14][CH2:13][CH2:12][CH2:11]1)=[O:4]. The yield is 0.330. (2) The reactants are Br[C:2]1[CH:7]=[CH:6][C:5]([Br:8])=[CH:4][N:3]=1.[CH2:9]([S-:11])[CH3:10].[Na+].O. The catalyst is CS(C)=O. The product is [Br:8][C:5]1[CH:6]=[CH:7][C:2]([S:11][CH2:9][CH3:10])=[N:3][CH:4]=1. The yield is 0.920. (3) The reactants are [NH2:1][C:2]1[NH:7][C:6](=O)[CH:5]=[C:4]([CH:9]2[CH2:13][CH2:12][O:11][CH2:10]2)[N:3]=1.CN(C)C1C=CC=CC=1.P(Cl)(Cl)([Cl:25])=O. The catalyst is [Cl-].C([N+](CC)(CC)CC)C.C(#N)C. The product is [Cl:25][C:6]1[CH:5]=[C:4]([CH:9]2[CH2:13][CH2:12][O:11][CH2:10]2)[N:3]=[C:2]([NH2:1])[N:7]=1. The yield is 0.420. (4) The reactants are [CH3:1][O:2][C:3]1[C:8]([C:9]#[N:10])=[CH:7][C:6]2[C:11]3([CH2:30][O:31][C:5]=2[CH:4]=1)[C:19]1[C:14](=[CH:15][CH:16]=[CH:17][CH:18]=1)[N:13](CC1C=CC(OC)=CC=1)[C:12]3=[O:29].FC(F)(F)S(O)(=O)=O. The catalyst is ClCCl.FC(F)(F)C(O)=O. The product is [CH3:1][O:2][C:3]1[C:8]([C:9]#[N:10])=[CH:7][C:6]2[C:11]3([CH2:30][O:31][C:5]=2[CH:4]=1)[C:19]1[C:14](=[CH:15][CH:16]=[CH:17][CH:18]=1)[NH:13][C:12]3=[O:29]. The yield is 0.960. (5) The reactants are [CH3:1][O:2][C:3]1[CH:8]=[C:7]([O:9][CH3:10])[N:6]=[C:5]([C:11]([NH2:13])=O)[N:4]=1.COC1C=CC(P2(SP(C3C=CC(OC)=CC=3)(=S)S2)=[S:23])=CC=1. The catalyst is C1COCC1. The product is [CH3:1][O:2][C:3]1[CH:8]=[C:7]([O:9][CH3:10])[N:6]=[C:5]([C:11](=[S:23])[NH2:13])[N:4]=1. The yield is 0.720. (6) The reactants are [CH2:1]([O:8][CH2:9][CH:10]1[CH2:15][CH2:14][CH:13]([CH2:16][OH:17])[CH2:12][CH2:11]1)[C:2]1[CH:7]=[CH:6][CH:5]=[CH:4][CH:3]=1.CC(OI1(OC(C)=O)(OC(C)=O)OC(=O)C2C=CC=CC1=2)=O.C([O-])(O)=O.[Na+]. The catalyst is ClCCl. The product is [CH2:1]([O:8][CH2:9][CH:10]1[CH2:15][CH2:14][CH:13]([CH:16]=[O:17])[CH2:12][CH2:11]1)[C:2]1[CH:7]=[CH:6][CH:5]=[CH:4][CH:3]=1. The yield is 0.790. (7) The reactants are Br[CH2:2][C:3]1[C:8]([F:9])=[C:7]([F:10])[C:6]([C:11]2[C:16]([F:17])=[C:15]([F:18])[C:14]([F:19])=[C:13]([F:20])[C:12]=2[F:21])=[C:5]([F:22])[C:4]=1[F:23].[F:24][C:25]([F:30])([F:29])[S:26]([O-:28])=[O:27].[Na+].O.C(OCC)(=O)C. The catalyst is C(#N)CC. The product is [F:17][C:16]1[C:11]([C:6]2[C:7]([F:10])=[C:8]([F:9])[C:3]([CH2:2][S:26]([C:25]([F:30])([F:29])[F:24])(=[O:28])=[O:27])=[C:4]([F:23])[C:5]=2[F:22])=[C:12]([F:21])[C:13]([F:20])=[C:14]([F:19])[C:15]=1[F:18]. The yield is 0.940. (8) The reactants are [NH2:1][C:2]1[CH:3]=[C:4]([OH:12])[C:5](=[CH:10][CH:11]=1)[C:6]([O:8][CH3:9])=[O:7].[Cl:13][C:14]1[CH:19]=[C:18]([F:20])[CH:17]=[CH:16][C:15]=1[S:21](Cl)(=[O:23])=[O:22].N1C=CC=CC=1.C(O)(C(F)(F)F)=O. The catalyst is CC#N.CC#N.CO.O. The product is [Cl:13][C:14]1[CH:19]=[C:18]([F:20])[CH:17]=[CH:16][C:15]=1[S:21]([NH:1][C:2]1[CH:11]=[CH:10][C:5]([C:6]([O:8][CH3:9])=[O:7])=[C:4]([OH:12])[CH:3]=1)(=[O:23])=[O:22]. The yield is 0.480.